This data is from Experimentally validated miRNA-target interactions with 360,000+ pairs, plus equal number of negative samples. The task is: Binary Classification. Given a miRNA mature sequence and a target amino acid sequence, predict their likelihood of interaction. (1) The miRNA is mmu-miR-362-5p with sequence AAUCCUUGGAACCUAGGUGUGAAU. The protein sequence of the target gene is MAGDSRNAMNQDMEIGVTSQDHKKIPKQARDYIPIATDRTRLLTEGKKPRQRYMEKTGKCNVHHGNVQETYRYLSDLFTTLVDLKWRFNLLVFTMVYTITWLFFGFIWWLIAYVRGDLDHVGDQEWIPCVENLSGFVSAFLFSIETETTIGYGFRVITEKCPEGIILLLVQAILGSIVNAFMVGCMFVKISQPKKRAETLMFSNNAVISMRDEKLCLMFRVGDLRNSHIVEASIRAKLIKSRQTKEGEFIPLNQTDINVGFDTGDDRLFLVSPLIISHEINEKSPFWEMSRAQLEQEEFE.... Result: 1 (interaction). (2) The miRNA is hsa-miR-6802-3p with sequence UUCACCCCUCUCACCUAAGCAG. The protein sequence of the target gene is MEEVIWEQYTVTLQKDSKRGFGIAVSGGRDNPHFENGETSIVISDVLPGGPADGLLQENDRVVMVNGTPMEDVLHSFAVQQLRKSGKIAAIVVKRPRKVQVAPLQGSPPLSHDDRGFEVIEEFDGRSFRSGYSERSRHSSHDMLSHSWEGNRERGRPHQRTQSRERERSRGRSLERGLDQEDYGRSRERSRGRSLERGLDRDFVSRDHSRGRSIDRDYDRDYERSYHEAYEPDYGGGYSPSYDRRAHPETRYERSRSREHLRSRSPSPESRSRHEHKGQHDPDRPIGVLLTKSKANEEYG.... Result: 0 (no interaction). (3) The miRNA is hsa-miR-340-3p with sequence UCCGUCUCAGUUACUUUAUAGC. The protein sequence of the target gene is MNKDYQKFWSSPSDPVHFEVDTSHEKVESMSESDTMNVSNLSQGVMLSHSPICMETTGTTCDLPQNEIKNFERENEYESTLCEDAYGTLDNLLNDNNIENYSTNALIQPVDTISISSLRQFETVCKFHWVEAFDDEMTEKPEFQSQVYNYAKDNNIKQDSFKEENPMETSVSANTDQLGNEYFRQPPPRSPPLIHCSGEMLKFTEKSLAKSIAKESALNPSQPPSFLCKTAVPSKEIQNYGEIPEMSVSYEKEVTAEGVERPEIVSTWSSAGISWRSEACRENCEMPDWEQSAESLQPVQ.... Result: 0 (no interaction). (4) Result: 0 (no interaction). The miRNA is mmu-miR-326-3p with sequence CCUCUGGGCCCUUCCUCCAGU. The protein sequence of the target gene is MLPGVGVFGTSLTARVIIPLLKDEGFAVKALWGRTQEEAEELAKEMSVPFYTSRIDEVLLHQDVDLVCINLPPPLTRQIAVKTLGIGKNVICDRTATPLDAFRMTSAAHYYPKLMSIMGNVLRFLPAFVRMKQLIEEGYVGEPLVCEVQVHGGSLLGKKYNWSCDDLMGGGGLHSVGTYIIDLLTFLTGQKAVKVHGLLKTFVKQTDHIKGIRQITSDDFCTFQMVLEGGVCCTVTLNFNVPGEFKQDVTVVGSAGRLLAVGTDLYGQRNSAPEQELLVQDATPVSNSLLPEKAFSDIPS.... (5) The miRNA is hsa-miR-99a-5p with sequence AACCCGUAGAUCCGAUCUUGUG. The protein sequence of the target gene is MFSVRIVTADYYMASPLQGLDTCQSPLTQAPVKKVPVVRVFGATPAGQKTCLHLHGIFPYLYVPYDGYGQQPESYLSQMAFSIDRALNVALGNPSSTAQHVFKVSLVSGMPFYGYHEKERHFMKIYLYNPTMVKRICELLQSGAIMNKFYQPHEAHIPYLLQLFIDYNLYGMNLINLAAVKFRKARRKSNTLHATGSCKNHLSGNSLADTLFRWEQDEIPSSLILEGVEPQSTCELEVDAVAADILNRLDIEAQIGGNPGLQAIWEDEKQRRRNRNETSQMSQPESQDHRFVPATESEKK.... Result: 0 (no interaction). (6) The miRNA is mmu-miR-138-5p with sequence AGCUGGUGUUGUGAAUCAGGCCG. The protein sequence of the target gene is MSLAEAIRLWNEGVLAADKKDWKGALEAFSEVQDPHSRICFNIGCVNTILENLQAAEQAFTKSINRDKHSAVAYFQRGMLYYRMEKYDLAIKDLKEALTQLRGNQLIDYKILGLQFKLFACEVLYNIALMHAKKEEWKKAEEQLALATNMKSEPRHSKIDKAMESIWKQKLFEPVVIPVGRLFRPNERQVAQLAKKDYLGKATVVASVVHQDNFSGFAPLQPQSAEPPPRPKTPEIFRALEGEAHRVLFGFVPETPEELQVMPGNIVFVLKKGSDNWATVMFNGQKGLVPCNYLEPVELR.... Result: 0 (no interaction).